This data is from Full USPTO retrosynthesis dataset with 1.9M reactions from patents (1976-2016). The task is: Predict the reactants needed to synthesize the given product. (1) The reactants are: [CH3:1][N:2]([CH3:18])[CH2:3][CH2:4][N:5]1[CH2:10][CH2:9][C:8]2[NH:11][C:12]([CH:15]=O)=[C:13]([CH3:14])[C:7]=2[C:6]1=[O:17].[F:19][C:20]1[CH:21]=[C:22]2[C:26](=[CH:27][CH:28]=1)[NH:25][C:24](=[O:29])[CH2:23]2.N1CCCCC1. Given the product [CH3:1][N:2]([CH3:18])[CH2:3][CH2:4][N:5]1[CH2:10][CH2:9][C:8]2[NH:11][C:12]([CH:15]=[C:23]3[C:22]4[C:26](=[CH:27][CH:28]=[C:20]([F:19])[CH:21]=4)[NH:25][C:24]3=[O:29])=[C:13]([CH3:14])[C:7]=2[C:6]1=[O:17], predict the reactants needed to synthesize it. (2) Given the product [F:1][C:2]([F:10])([F:11])[C:3]1[CH:4]=[C:5]([N:6]=[C:12]=[S:13])[CH:7]=[CH:8][CH:9]=1, predict the reactants needed to synthesize it. The reactants are: [F:1][C:2]([F:11])([F:10])[C:3]1[CH:4]=[C:5]([CH:7]=[CH:8][CH:9]=1)[NH2:6].[C:12](Cl)(Cl)=[S:13].C(OCC)(=O)C. (3) Given the product [C:1]1([C:18]2[CH:23]=[CH:22][CH:21]=[CH:20][CH:19]=2)[CH:2]=[CH:3][C:4]([S:7]([N:10]2[CH2:14][CH2:13][S:12][CH:11]2[C:15]([NH:24][C@H:25]([C:28]2[CH:33]=[CH:32][CH:31]=[CH:30][CH:29]=2)[CH2:26][OH:27])=[O:16])(=[O:9])=[O:8])=[CH:5][CH:6]=1, predict the reactants needed to synthesize it. The reactants are: [C:1]1([C:18]2[CH:23]=[CH:22][CH:21]=[CH:20][CH:19]=2)[CH:6]=[CH:5][C:4]([S:7]([N:10]2[CH2:14][CH2:13][S:12][CH:11]2[C:15](O)=[O:16])(=[O:9])=[O:8])=[CH:3][CH:2]=1.[NH2:24][C@H:25]([C:28]1[CH:33]=[CH:32][CH:31]=[CH:30][CH:29]=1)[CH2:26][OH:27].